From a dataset of Forward reaction prediction with 1.9M reactions from USPTO patents (1976-2016). Predict the product of the given reaction. Given the reactants [O:1]1[C:5]2[CH:6]=[CH:7][C:8]([O:10][C:11]3[N:19]=[CH:18][CH:17]=[CH:16][C:12]=3[C:13]([OH:15])=O)=[CH:9][C:4]=2[O:3][CH2:2]1.Cl.C[O:22][C:23](=[O:37])[C@@H:24]([CH3:36])[CH2:25][O:26][C:27]1[CH:32]=[CH:31][C:30]([CH2:33][NH2:34])=[C:29]([F:35])[CH:28]=1.O.ON1C2C=CC=CC=2N=N1.Cl.CN(C)CCCN=C=NCC.[OH-].[Li+], predict the reaction product. The product is: [O:1]1[C:5]2[CH:6]=[CH:7][C:8]([O:10][C:11]3[C:12]([C:13]([NH:34][CH2:33][C:30]4[CH:31]=[CH:32][C:27]([O:26][CH2:25][C@H:24]([CH3:36])[C:23]([OH:37])=[O:22])=[CH:28][C:29]=4[F:35])=[O:15])=[CH:16][CH:17]=[CH:18][N:19]=3)=[CH:9][C:4]=2[O:3][CH2:2]1.